From a dataset of Catalyst prediction with 721,799 reactions and 888 catalyst types from USPTO. Predict which catalyst facilitates the given reaction. (1) The catalyst class is: 3. Product: [CH3:9][C@@H:6]1[CH2:5][N:4]([C:10]([O:12][C:13]([CH3:15])([CH3:14])[CH3:16])=[O:11])[C@H:3]([CH2:2][NH:1][C:18]2[CH:23]=[CH:22][C:21]([C:24]([F:27])([F:26])[F:25])=[CH:20][N:19]=2)[CH2:8][CH2:7]1. Reactant: [NH2:1][CH2:2][C@@H:3]1[CH2:8][CH2:7][C@H:6]([CH3:9])[CH2:5][N:4]1[C:10]([O:12][C:13]([CH3:16])([CH3:15])[CH3:14])=[O:11].Cl[C:18]1[CH:23]=[CH:22][C:21]([C:24]([F:27])([F:26])[F:25])=[CH:20][N:19]=1.C(=O)([O-])[O-].[K+].[K+]. (2) Reactant: [Cl:1][C:2]1[CH:3]=[C:4]([CH:8]=[CH:9][CH:10]=1)[C:5](Cl)=[O:6].[CH3:11][NH:12][C:13]1[CH:14]=[N:15][CH:16]=[CH:17][C:18]=1[C:19]1[CH:24]=[CH:23][CH:22]=[CH:21][C:20]=1[CH3:25].CCN(C(C)C)C(C)C. Product: [CH3:11][N:12]([C:13]1[CH:14]=[N:15][CH:16]=[CH:17][C:18]=1[C:19]1[CH:24]=[CH:23][CH:22]=[CH:21][C:20]=1[CH3:25])[C:5](=[O:6])[C:4]1[CH:8]=[CH:9][CH:10]=[C:2]([Cl:1])[CH:3]=1. The catalyst class is: 2. (3) Reactant: [NH2:1][C:2]1[CH:3]=[C:4]([C:9]2[CH:10]=[CH:11][C:12]3[O:18][CH2:17][CH2:16][N:15]([C:19]([C:21]4[CH:26]=[CH:25][C:24]([S:27]([CH3:30])(=[O:29])=[O:28])=[CH:23][CH:22]=4)=[O:20])[CH2:14][C:13]=3[CH:31]=2)[CH:5]=[CH:6][C:7]=1[NH2:8].[C:32](O)(=O)[CH:33]([CH3:35])[CH3:34].CCN(C(C)C)C(C)C.CN(C(ON1N=NC2C=CC=NC1=2)=[N+](C)C)C.F[P-](F)(F)(F)(F)F. Product: [CH3:32][CH:33]([C:35]1[NH:1][C:2]2[CH:3]=[C:4]([C:9]3[CH:10]=[CH:11][C:12]4[O:18][CH2:17][CH2:16][N:15]([C:19]([C:21]5[CH:26]=[CH:25][C:24]([S:27]([CH3:30])(=[O:29])=[O:28])=[CH:23][CH:22]=5)=[O:20])[CH2:14][C:13]=4[CH:31]=3)[CH:5]=[CH:6][C:7]=2[N:8]=1)[CH3:34]. The catalyst class is: 85. (4) Reactant: [CH2:1]([O:3][C:4](=[O:31])[CH2:5][O:6][C:7]1[CH:12]=[CH:11][C:10]([S:13][C:14]2[CH:19]=[C:18]([C:20]#[C:21][CH2:22][N:23]3[CH2:28][CH2:27][O:26][CH2:25][CH2:24]3)[CH:17]=[C:16]([OH:29])[CH:15]=2)=[CH:9][C:8]=1[CH3:30])[CH3:2].[F:32][C:33]1[CH:40]=[CH:39][C:36]([CH2:37]O)=[CH:35][CH:34]=1.C(P(CCCC)CCCC)CCC.N(C(N1CCCCC1)=O)=NC(N1CCCCC1)=O. Product: [CH2:1]([O:3][C:4](=[O:31])[CH2:5][O:6][C:7]1[CH:12]=[CH:11][C:10]([S:13][C:14]2[CH:19]=[C:18]([C:20]#[C:21][CH2:22][N:23]3[CH2:28][CH2:27][O:26][CH2:25][CH2:24]3)[CH:17]=[C:16]([O:29][CH2:37][C:36]3[CH:39]=[CH:40][C:33]([F:32])=[CH:34][CH:35]=3)[CH:15]=2)=[CH:9][C:8]=1[CH3:30])[CH3:2]. The catalyst class is: 1. (5) Reactant: Cl[C:2]1[C:7]([I:8])=[C:6]([C:9]([F:12])([F:11])[F:10])[N:5]=[C:4]([S:13][CH:14]([CH3:16])[CH3:15])[N:3]=1.[NH:17]1[CH:21]=[CH:20][N:19]=[CH:18]1. Product: [N:17]1([C:2]2[C:7]([I:8])=[C:6]([C:9]([F:12])([F:11])[F:10])[N:5]=[C:4]([S:13][CH:14]([CH3:16])[CH3:15])[N:3]=2)[CH:21]=[CH:20][N:19]=[CH:18]1. The catalyst class is: 10.